Dataset: Full USPTO retrosynthesis dataset with 1.9M reactions from patents (1976-2016). Task: Predict the reactants needed to synthesize the given product. (1) Given the product [F:12][C:9]1[CH:10]=[C:11]2[C:6](=[CH:7][CH:8]=1)[N:5]=[C:4]([CH:13]=[CH:14][C:15]1[O:16][C:17]([N+:20]([O-:22])=[O:21])=[CH:18][CH:19]=1)[N:3]=[C:2]2[N:28]([CH2:27][CH2:26][O:25][Si:24]([CH3:37])([CH3:36])[CH3:23])[CH2:29][CH2:30][O:31][Si:32]([CH3:33])([CH3:34])[CH3:35], predict the reactants needed to synthesize it. The reactants are: Cl[C:2]1[C:11]2[C:6](=[CH:7][CH:8]=[C:9]([F:12])[CH:10]=2)[N:5]=[C:4]([CH:13]=[CH:14][C:15]2[O:16][C:17]([N+:20]([O-:22])=[O:21])=[CH:18][CH:19]=2)[N:3]=1.[CH3:23][Si:24]([CH3:37])([CH3:36])[O:25][CH2:26][CH2:27][NH:28][CH2:29][CH2:30][O:31][Si:32]([CH3:35])([CH3:34])[CH3:33]. (2) The reactants are: [I:1][C:2]1[CH:8]=[CH:7][CH:6]=[CH:5][C:3]=1[NH2:4].[CH:9](=O)[CH2:10][CH3:11]. Given the product [I:1][C:2]1[CH:8]=[CH:7][CH:6]=[CH:5][C:3]=1[NH:4][CH2:9][CH2:10][CH3:11], predict the reactants needed to synthesize it. (3) Given the product [Br:1][C:2]1[C:3]([C:8]([CH3:12])([CH3:11])[CH:9]=[O:25])=[N:4][CH:5]=[CH:6][CH:7]=1, predict the reactants needed to synthesize it. The reactants are: [Br:1][C:2]1[C:3]([C:8]([CH3:12])([CH3:11])[C:9]#N)=[N:4][CH:5]=[CH:6][CH:7]=1.[H-].C([Al+]CC(C)C)C(C)C.Cl.C(=O)([O-])[OH:25].[Na+]. (4) Given the product [N:1]([CH2:4][CH2:5][NH:6][C:7](=[O:21])[C:8]1[CH:26]=[CH:25][C:11]([CH2:12][CH2:13][CH2:14][CH2:15][CH2:16][CH2:17][CH2:18][CH2:19][CH3:20])=[CH:10][CH:9]=1)=[N+:2]=[N-:3], predict the reactants needed to synthesize it. The reactants are: [N:1]([CH2:4][CH2:5][NH:6][C:7](=[O:21])[CH2:8][CH2:9][CH2:10][CH2:11][CH2:12][CH2:13][CH2:14][CH2:15][CH2:16][CH2:17][CH2:18][CH2:19][CH3:20])=[N+:2]=[N-:3].N([CH2:25][CH2:26]N)=[N+]=[N-].C(N(CC)CC)C. (5) Given the product [NH2:42][S:39]([C:36]1[CH:37]=[CH:38][C:33]([C:17]2[CH:16]=[C:15]3[C:11]([CH:12]=[N:13][NH:14]3)=[C:10]([NH:9][C:7]([C:5]3[N:6]=[C:2]([CH3:1])[S:3][CH:4]=3)=[O:8])[CH:18]=2)=[CH:34][CH:35]=1)(=[O:41])=[O:40], predict the reactants needed to synthesize it. The reactants are: [CH3:1][C:2]1[S:3][CH:4]=[C:5]([C:7]([NH:9][C:10]2[CH:18]=[C:17]([Sn](C)(C)C)[CH:16]=[C:15]3[C:11]=2[CH:12]=[N:13][N:14]3S(C2C=CC=CC=2)(=O)=O)=[O:8])[N:6]=1.Br[C:33]1[CH:38]=[CH:37][C:36]([S:39]([NH2:42])(=[O:41])=[O:40])=[CH:35][CH:34]=1.CC#N.